From a dataset of Forward reaction prediction with 1.9M reactions from USPTO patents (1976-2016). Predict the product of the given reaction. The product is: [CH2:1]([O:12][CH2:13][CH2:14][O:15][CH2:16][CH2:17][O:18][CH2:19][CH2:20][O:21][C:22]1[CH:27]=[CH:26][C:25]([O:28][CH2:32][C:33]([O:35][C:36]([CH3:39])([CH3:38])[CH3:37])=[O:34])=[CH:24][CH:23]=1)[CH2:2][CH2:3][CH2:4][CH2:5][CH2:6][CH2:7][CH2:8][CH2:9][CH:10]=[CH2:11]. Given the reactants [CH2:1]([O:12][CH2:13][CH2:14][O:15][CH2:16][CH2:17][O:18][CH2:19][CH2:20][O:21][C:22]1[CH:27]=[CH:26][C:25]([OH:28])=[CH:24][CH:23]=1)[CH2:2][CH2:3][CH2:4][CH2:5][CH2:6][CH2:7][CH2:8][CH2:9][CH:10]=[CH2:11].[H-].[Na+].Br[CH2:32][C:33]([O:35][C:36]([CH3:39])([CH3:38])[CH3:37])=[O:34], predict the reaction product.